This data is from Full USPTO retrosynthesis dataset with 1.9M reactions from patents (1976-2016). The task is: Predict the reactants needed to synthesize the given product. (1) Given the product [C:28]([O:27][C:25](=[O:26])[NH:24][C@@H:22]1[CH2:21][C@H:20]([C:32](=[O:34])[N:38]([CH:35]2[CH2:37][CH2:36]2)[CH2:39][C:40]2[CH:45]=[CH:44][CH:43]=[C:42]([CH3:46])[C:41]=2[CH3:47])[CH2:19][NH:18][CH2:23]1)([CH3:29])([CH3:30])[CH3:31], predict the reactants needed to synthesize it. The reactants are: C1C2C(COC([N:18]3[CH2:23][C@H:22]([NH:24][C:25]([O:27][C:28]([CH3:31])([CH3:30])[CH3:29])=[O:26])[CH2:21][C@H:20]([C:32]([OH:34])=O)[CH2:19]3)=O)C3C(=CC=CC=3)C=2C=CC=1.[CH:35]1([NH:38][CH2:39][C:40]2[CH:45]=[CH:44][CH:43]=[C:42]([CH3:46])[C:41]=2[CH3:47])[CH2:37][CH2:36]1.C(N(C(C)C)C(C)C)C.CCCP(=O)=O.C([O-])([O-])=O.[K+].[K+].C(Cl)Cl.N1CCCCC1. (2) Given the product [CH3:1][C:2]1[N:7]=[C:6]([C:8]([OH:10])=[O:9])[C:5]([N:12]2[N:16]=[CH:15][CH:14]=[N:13]2)=[CH:4][CH:3]=1, predict the reactants needed to synthesize it. The reactants are: [CH3:1][C:2]1[N:7]=[C:6]([C:8]([O:10]C)=[O:9])[C:5]([N:12]2[N:16]=[CH:15][CH:14]=[N:13]2)=[CH:4][CH:3]=1.[Li+].[OH-].